The task is: Binary Classification. Given a miRNA mature sequence and a target amino acid sequence, predict their likelihood of interaction.. This data is from Experimentally validated miRNA-target interactions with 360,000+ pairs, plus equal number of negative samples. (1) The miRNA is mmu-miR-669n with sequence AUUUGUGUGUGGAUGUGUGU. The protein sequence of the target gene is MPSSSDTALGGGGGLSWAEKKLEERRKRRRFLSPQQPPLLLPLLQPQLLQPPPPPPPLLFLAAPGAAAAAAAAAAASSSCFSPGPPLEVKRLARGKRRPGGRQKRRRGPRAGQEAEKRRVFSLPQPQQDGGGGASSGGGVTPLVEYEDVSSQSEQGLLLGGASAATAATAAGGTGGNGGSPASSSGTQRRAEGSERRPRRDRRSSSGRSKERHREHRRRDGTRSGSEASKARSRHGHSGEERAEAAKSGSSSSSGGRRKSASATSSSSSSRKDRDLKAHRSRTKSSKEPPSAYKEPPKAY.... Result: 1 (interaction). (2) The protein sequence of the target gene is MPKEKYEPPDPRRMYTIMSSEEAANGKKSHWAELEISGKVRSLSSSLWSLTHLTALHLSDNSLSCIPSDIAKLHNLVYLDLSHNQIQSLPAELGNMVSLRELHLNYNQLRVLPFELGKLFQLQTLSLKGNPLTQDILNLCLEPDGTRRLLNYLLDNLSGTAKRISTEQPPPRSWIMLQEPDRTRPTALFSVMCYNVLCDKYATRQLYGYCPSWALNWDYRKKAIIQEILSCNADIISLQEVETEQYYSFFLVELKERGYNGFFSPKSRARTMSEQERKHVDGCAIFFKTEKFTLVQKHTV.... Result: 0 (no interaction). The miRNA is hsa-miR-3665 with sequence AGCAGGUGCGGGGCGGCG. (3) The miRNA is mmu-miR-5122 with sequence CCGCGGGACCCGGGGCUGUG. The protein sequence of the target gene is MAGFAELGLSSWLVEQCRQLGLKQPTPVQLGCIPAILEGRDCLGCAKTGSGKTAAFVLPILQKLSEDPYGIFCLVLTPTRELAYQIAEQFRVLGKPLGLKDCIIVGGMDMVAQALELSRKPHVVIATPGRLADHLRSSNTFSIKKIRFLVMDEADRLLEQGCTDFTVDLEAILAAVPARRQTLLFSATLTDTLRELQGLATNQPFFWEAQAPVSTVEQLDQRYLLVPEKVKDAYLVHLIQRFQDEHEDWSIIIFTNTCKTCQILCMMLRKFSFPTVALHSMMKQKERFAALAKFKSSIYR.... Result: 0 (no interaction). (4) The miRNA is hsa-miR-4298 with sequence CUGGGACAGGAGGAGGAGGCAG. The protein sequence of the target gene is MSGRGKTGGKARAKAKSRSSRAGLQFPVGRVHRLLRKGHYAERVGAGAPVYLAAVLEYLTAEILELAGNAARDNKKTRIIPRHLQLAIRNDEELNKLLGGVTIAQGGVLPNIQAVLLPKKSSATVGPKAPAVGKKASQASQEY. Result: 0 (no interaction). (5) The miRNA is hsa-miR-135b-3p with sequence AUGUAGGGCUAAAAGCCAUGGG. The protein sequence of the target gene is MPILLFLIDTSASMNQRSHLGTTYLDTAKGAVETFMKLRARDPASRGDRYMLVTFEEPPYAIKAGWKENHATFMNELKNLQAEGLTTLGQSLRTAFDLLNLNRLVTGIDNYGQGRNPFFLEPAIIITITDGSKLTTTSGVQDELHLPLNSPLPGSELTKEPFRWDQRLFALVLRLPGTMSVESEQLTGVPLDDSAITPMCEVTGGRSYSVCSPRMLNQCLESLVQKVQSGVVINFEKAGPDPPPAEEGQPDISRPFGSQPWHSCHKLIYVRPNPKTGVPIGHWPVPESFWPDQNSPTLPP.... Result: 0 (no interaction).